This data is from Forward reaction prediction with 1.9M reactions from USPTO patents (1976-2016). The task is: Predict the product of the given reaction. (1) Given the reactants C(N(CC)CC)C.Cl.[NH2:9][CH:10]([C:16]1[CH:21]=[CH:20][C:19]([CH3:22])=[CH:18][N:17]=1)[CH:11]1[CH2:14][C:13](=[O:15])[CH2:12]1.[C:23](O[C:23]([O:25][C:26]([CH3:29])([CH3:28])[CH3:27])=[O:24])([O:25][C:26]([CH3:29])([CH3:28])[CH3:27])=[O:24], predict the reaction product. The product is: [CH3:22][C:19]1[CH:20]=[CH:21][C:16]([CH:10]([NH:9][C:23](=[O:24])[O:25][C:26]([CH3:29])([CH3:28])[CH3:27])[CH:11]2[CH2:12][C:13](=[O:15])[CH2:14]2)=[N:17][CH:18]=1. (2) Given the reactants Cl[C:2]1[N:7]=[C:6]([NH:8][C:9]2[CH:14]=[CH:13][C:12]([F:15])=[C:11]([Cl:16])[CH:10]=2)[CH:5]=[CH:4][N:3]=1.[NH2:17][C:18]1[CH:19]=[CH:20][C:21]([C:24]([F:27])([F:26])[F:25])=[N:22][CH:23]=1.CCOC(C)=O, predict the reaction product. The product is: [Cl:16][C:11]1[CH:10]=[C:9]([NH:8][C:6]2[CH:5]=[CH:4][N:3]=[C:2]([NH:17][C:18]3[CH:23]=[N:22][C:21]([C:24]([F:27])([F:25])[F:26])=[CH:20][CH:19]=3)[N:7]=2)[CH:14]=[CH:13][C:12]=1[F:15]. (3) Given the reactants [N:1]([CH:4]([C:6]1[N:11]=[C:10]([CH3:12])[C:9]([F:13])=[CH:8][CH:7]=1)[CH3:5])=[N+]=[N-], predict the reaction product. The product is: [F:13][C:9]1[CH:8]=[CH:7][C:6]([CH:4]([NH2:1])[CH3:5])=[N:11][C:10]=1[CH3:12].